Dataset: Full USPTO retrosynthesis dataset with 1.9M reactions from patents (1976-2016). Task: Predict the reactants needed to synthesize the given product. (1) Given the product [CH3:22][C:23]([CH3:55])([CH3:54])[CH:24]([C:31]1[CH:36]=[C:35]([O:37][CH2:38][C:39]2[CH:48]=[CH:47][C:46]3[C:41](=[CH:42][CH:43]=[C:44]([F:49])[CH:45]=3)[N:40]=2)[CH:34]=[CH:33][C:32]=1[C:50]1[N:52]=[C:4]([CH2:3][C:1]#[N:2])[O:6][N:51]=1)[C:25]1[CH:26]=[CH:27][CH:28]=[CH:29][CH:30]=1, predict the reactants needed to synthesize it. The reactants are: [C:1]([CH2:3][C:4]([OH:6])=O)#[N:2].C1(N=C=NC2CCCCC2)CCCCC1.[CH3:22][C:23]([CH3:55])([CH3:54])[CH:24]([C:31]1[CH:36]=[C:35]([O:37][CH2:38][C:39]2[CH:48]=[CH:47][C:46]3[C:41](=[CH:42][CH:43]=[C:44]([F:49])[CH:45]=3)[N:40]=2)[CH:34]=[CH:33][C:32]=1[C:50](=[N:52]O)[NH2:51])[C:25]1[CH:30]=[CH:29][CH:28]=[CH:27][CH:26]=1. (2) Given the product [OH:30][CH2:29][CH2:28][C:22]1[CH:21]=[C:20]2[C:25]([CH:26]=[CH:27][C:18]([CH2:17][N:14]3[CH2:15][CH2:16][CH:11]([NH:10][C:8](=[O:9])[C:7]4[CH:31]=[CH:32][CH:33]=[C:5]([O:4][CH3:3])[CH:6]=4)[CH2:12][CH2:13]3)=[CH:19]2)=[CH:24][CH:23]=1, predict the reactants needed to synthesize it. The reactants are: [BH4-].[Na+].[CH3:3][O:4][C:5]1[CH:6]=[C:7]([CH:31]=[CH:32][CH:33]=1)[C:8]([NH:10][CH:11]1[CH2:16][CH2:15][N:14]([CH2:17][C:18]2[CH:27]=[CH:26][C:25]3[C:20](=[CH:21][C:22]([CH2:28][CH:29]=[O:30])=[CH:23][CH:24]=3)[CH:19]=2)[CH2:13][CH2:12]1)=[O:9].[NH4+].[Cl-]. (3) Given the product [Br:9][C:10]1[N:11]=[C:12]([CH2:26][Br:1])[O:13][C:14]=1[C:15]1[CH:16]=[CH:17][C:18]([O:21][C:22]([F:23])([F:25])[F:24])=[CH:19][CH:20]=1, predict the reactants needed to synthesize it. The reactants are: [Br:1]N1C(=O)CCC1=O.[Br:9][C:10]1[N:11]=[C:12]([CH3:26])[O:13][C:14]=1[C:15]1[CH:20]=[CH:19][C:18]([O:21][C:22]([F:25])([F:24])[F:23])=[CH:17][CH:16]=1. (4) Given the product [CH:1]1([CH2:4][N:5]2[C:10]3=[N:11][N:12]([CH2:27][C:21]4[C:20]5[C:24](=[CH:25][CH:26]=[C:18]([CH2:16][CH3:17])[CH:19]=5)[NH:23][CH:22]=4)[C:29]([C:31]4[N:35]([CH3:36])[CH:34]=[C:33]([C:37]([O:39][CH3:40])=[O:38])[CH:32]=4)=[C:9]3[C:8](=[O:13])[N:7]([CH3:14])[C:6]2=[O:15])[CH2:2][CH2:3]1, predict the reactants needed to synthesize it. The reactants are: [CH:1]1([CH2:4][N:5]2[C:10]([NH:11][NH2:12])=[CH:9][C:8](=[O:13])[N:7]([CH3:14])[C:6]2=[O:15])[CH2:3][CH2:2]1.[CH2:16]([C:18]1[CH:19]=[C:20]2[C:24](=[CH:25][CH:26]=1)[NH:23][CH:22]=[C:21]2[CH:27]=O)[CH3:17].[CH:29]([C:31]1[N:35]([CH3:36])[CH:34]=[C:33]([C:37]([O:39][CH3:40])=[O:38])[CH:32]=1)=O. (5) Given the product [Cl:16][C:17]1[CH:22]=[CH:21][C:20]([CH2:23][C:24]([OH:26])=[O:25])=[CH:19][C:18]=1[O:27][C:14]1[CH:13]=[CH:12][C:4]([C:5]([NH:7][CH2:8][CH:9]([CH3:11])[CH3:10])=[O:6])=[CH:3][C:2]=1[Cl:1], predict the reactants needed to synthesize it. The reactants are: [Cl:1][C:2]1[CH:3]=[C:4]([CH:12]=[CH:13][C:14]=1F)[C:5]([NH:7][CH2:8][CH:9]([CH3:11])[CH3:10])=[O:6].[Cl:16][C:17]1[CH:22]=[CH:21][C:20]([CH2:23][C:24]([OH:26])=[O:25])=[CH:19][C:18]=1[OH:27]. (6) Given the product [Cl:1][C:2]1[CH:3]=[CH:4][C:5]2[N:11]3[C:12]([CH3:15])=[N:13][N:14]=[C:10]3[CH:9]([CH2:16][CH2:17][C:18]([N:32]3[CH2:37][CH2:36][CH:35]([CH2:38][C:39]([O:41][CH2:42][CH3:43])=[O:40])[CH2:34][CH2:33]3)=[O:19])[O:8][CH:7]([C:21]3[CH:26]=[CH:25][CH:24]=[C:23]([O:27][CH3:28])[C:22]=3[O:29][CH3:30])[C:6]=2[CH:31]=1, predict the reactants needed to synthesize it. The reactants are: [Cl:1][C:2]1[CH:3]=[CH:4][C:5]2[N:11]3[C:12]([CH3:15])=[N:13][N:14]=[C:10]3[CH:9]([CH2:16][CH2:17][C:18](O)=[O:19])[O:8][CH:7]([C:21]3[CH:26]=[CH:25][CH:24]=[C:23]([O:27][CH3:28])[C:22]=3[O:29][CH3:30])[C:6]=2[CH:31]=1.[NH:32]1[CH2:37][CH2:36][CH:35]([CH2:38][C:39]([O:41][CH2:42][CH3:43])=[O:40])[CH2:34][CH2:33]1.ON1C2C=CC=CC=2N=N1.CN1CCOCC1.Cl.C(N=C=NCCCN(C)C)C. (7) Given the product [CH3:24][O:25][C:26]1[CH:35]=[CH:34][C:29](/[CH:30]=[CH:31]/[CH2:32][NH:1][C:2]2[CH:3]=[C:4]([C:8]3[N:13]4[N:14]=[CH:15][C:16]([C:17]([C:19]5[S:20][CH:21]=[CH:22][CH:23]=5)=[O:18])=[C:12]4[N:11]=[CH:10][CH:9]=3)[CH:5]=[CH:6][CH:7]=2)=[CH:28][CH:27]=1, predict the reactants needed to synthesize it. The reactants are: [NH2:1][C:2]1[CH:3]=[C:4]([C:8]2[N:13]3[N:14]=[CH:15][C:16]([C:17]([C:19]4[S:20][CH:21]=[CH:22][CH:23]=4)=[O:18])=[C:12]3[N:11]=[CH:10][CH:9]=2)[CH:5]=[CH:6][CH:7]=1.[CH3:24][O:25][C:26]1[CH:35]=[CH:34][C:29]([CH:30]=[CH:31][CH:32]=O)=[CH:28][CH:27]=1. (8) Given the product [CH3:1][O:2][C:3]1[CH:4]=[C:5]([CH2:20][C:21]([N:23]2[CH2:27][CH2:26][CH2:25][CH:24]2[CH2:28][NH:29][C@@H:30]2[CH2:35][CH2:34][C@H:33]([C:36]([OH:38])=[O:37])[CH2:32][CH2:31]2)=[O:22])[CH:6]=[CH:7][C:8]=1[NH:9][C:10]([NH:12][C:13]1[CH:18]=[CH:17][CH:16]=[CH:15][C:14]=1[CH3:19])=[O:11], predict the reactants needed to synthesize it. The reactants are: [CH3:1][O:2][C:3]1[CH:4]=[C:5]([CH2:20][C:21]([N:23]2[CH2:27][CH2:26][CH2:25][CH:24]2[CH2:28][NH:29][C@@H:30]2[CH2:35][CH2:34][C@H:33]([C:36]([O:38]CC3C=CC=CC=3)=[O:37])[CH2:32][CH2:31]2)=[O:22])[CH:6]=[CH:7][C:8]=1[NH:9][C:10]([NH:12][C:13]1[CH:18]=[CH:17][CH:16]=[CH:15][C:14]=1[CH3:19])=[O:11].[OH-].[Na+].